This data is from Full USPTO retrosynthesis dataset with 1.9M reactions from patents (1976-2016). The task is: Predict the reactants needed to synthesize the given product. (1) Given the product [CH:1]([C:4]1[N:5]=[C:6]([C:9]2[CH:18]=[C:17]([O:19][CH:20]3[CH2:38][CH:37]4[N:22]([C:23](=[O:59])[NH:24][CH2:25][CH2:26][CH2:27][CH2:28][CH2:29][CH:30]=[CH:31][CH:32]5[C:34]([C:40]([NH:42][S:43]([C:46]6([CH3:49])[CH2:48][CH2:47]6)(=[O:45])=[O:44])=[O:41])([NH:35][C:36]4=[O:39])[CH2:33]5)[CH2:21]3)[C:16]3[C:11](=[C:12]([CH3:62])[C:13]([O:60][CH3:61])=[CH:14][CH:15]=3)[N:10]=2)[S:7][CH:8]=1)([CH3:2])[CH3:3], predict the reactants needed to synthesize it. The reactants are: [CH:1]([C:4]1[N:5]=[C:6]([C:9]2[CH:18]=[C:17]([O:19][CH:20]3[CH2:38][CH:37]4[N:22]([C:23](=[O:59])[N:24](CC5C=CC(OC)=CC=5)[CH2:25][CH2:26][CH2:27][CH2:28][CH2:29][CH:30]=[CH:31][CH:32]5[C:34]([C:40]([NH:42][S:43]([C:46]6([CH3:49])[CH2:48][CH2:47]6)(=[O:45])=[O:44])=[O:41])([NH:35][C:36]4=[O:39])[CH2:33]5)[CH2:21]3)[C:16]3[C:11](=[C:12]([CH3:62])[C:13]([O:60][CH3:61])=[CH:14][CH:15]=3)[N:10]=2)[S:7][CH:8]=1)([CH3:3])[CH3:2].C([SiH](CC)CC)C.C(O)(C(F)(F)F)=O. (2) Given the product [C:31]([C:28]1[CH:29]=[CH:30][C:25]([O:24][C:22]2[CH:21]=[C:20]([NH:33][C:8]([C@H:5]3[CH2:4][CH2:3][C@H:2]([CH3:1])[CH2:7][CH2:6]3)=[O:10])[CH:19]=[C:18]([O:17][C:16]3[CH:34]=[CH:35][C:13]([C:11]#[N:12])=[CH:14][CH:15]=3)[CH:23]=2)=[CH:26][CH:27]=1)#[N:32], predict the reactants needed to synthesize it. The reactants are: [CH3:1][C@H:2]1[CH2:7][CH2:6][C@H:5]([C:8]([OH:10])=O)[CH2:4][CH2:3]1.[C:11]([C:13]1[CH:35]=[CH:34][C:16]([O:17][C:18]2[CH:19]=[C:20]([NH2:33])[CH:21]=[C:22]([O:24][C:25]3[CH:30]=[CH:29][C:28]([C:31]#[N:32])=[CH:27][CH:26]=3)[CH:23]=2)=[CH:15][CH:14]=1)#[N:12]. (3) Given the product [F:1][C:2]1[CH:7]=[CH:6][C:5]2[NH:8][C:11]([CH3:12])=[N:9][C:4]=2[CH:3]=1, predict the reactants needed to synthesize it. The reactants are: [F:1][C:2]1[CH:3]=[C:4]([NH2:9])[C:5]([NH2:8])=[CH:6][CH:7]=1.Cl.[CH3:11][C:12](=O)CC(=O)C.C([O-])(O)=O.[Na+].